This data is from NCI-60 drug combinations with 297,098 pairs across 59 cell lines. The task is: Regression. Given two drug SMILES strings and cell line genomic features, predict the synergy score measuring deviation from expected non-interaction effect. (1) Drug 1: CCCCC(=O)OCC(=O)C1(CC(C2=C(C1)C(=C3C(=C2O)C(=O)C4=C(C3=O)C=CC=C4OC)O)OC5CC(C(C(O5)C)O)NC(=O)C(F)(F)F)O. Drug 2: CC=C1C(=O)NC(C(=O)OC2CC(=O)NC(C(=O)NC(CSSCCC=C2)C(=O)N1)C(C)C)C(C)C. Cell line: OVCAR3. Synergy scores: CSS=46.3, Synergy_ZIP=20.8, Synergy_Bliss=24.1, Synergy_Loewe=-7.17, Synergy_HSA=19.6. (2) Cell line: HOP-62. Synergy scores: CSS=11.9, Synergy_ZIP=2.78, Synergy_Bliss=5.88, Synergy_Loewe=4.95, Synergy_HSA=4.39. Drug 1: CS(=O)(=O)C1=CC(=C(C=C1)C(=O)NC2=CC(=C(C=C2)Cl)C3=CC=CC=N3)Cl. Drug 2: CC12CCC3C(C1CCC2O)C(CC4=C3C=CC(=C4)O)CCCCCCCCCS(=O)CCCC(C(F)(F)F)(F)F. (3) Drug 1: C1CC(=O)NC(=O)C1N2CC3=C(C2=O)C=CC=C3N. Drug 2: CC1C(C(=O)NC(C(=O)N2CCCC2C(=O)N(CC(=O)N(C(C(=O)O1)C(C)C)C)C)C(C)C)NC(=O)C3=C4C(=C(C=C3)C)OC5=C(C(=O)C(=C(C5=N4)C(=O)NC6C(OC(=O)C(N(C(=O)CN(C(=O)C7CCCN7C(=O)C(NC6=O)C(C)C)C)C)C(C)C)C)N)C. Cell line: 786-0. Synergy scores: CSS=19.1, Synergy_ZIP=0.133, Synergy_Bliss=8.84, Synergy_Loewe=9.13, Synergy_HSA=9.13. (4) Synergy scores: CSS=53.0, Synergy_ZIP=3.92, Synergy_Bliss=5.10, Synergy_Loewe=-22.2, Synergy_HSA=0.962. Drug 2: CCC1(C2=C(COC1=O)C(=O)N3CC4=CC5=C(C=CC(=C5CN(C)C)O)N=C4C3=C2)O.Cl. Drug 1: CC1=CC=C(C=C1)C2=CC(=NN2C3=CC=C(C=C3)S(=O)(=O)N)C(F)(F)F. Cell line: CCRF-CEM. (5) Drug 1: C1CCC(C1)C(CC#N)N2C=C(C=N2)C3=C4C=CNC4=NC=N3. Drug 2: C1CC(=O)NC(=O)C1N2CC3=C(C2=O)C=CC=C3N. Cell line: BT-549. Synergy scores: CSS=4.35, Synergy_ZIP=-1.00, Synergy_Bliss=0.421, Synergy_Loewe=-2.89, Synergy_HSA=-2.55. (6) Drug 1: C1CCN(CC1)CCOC2=CC=C(C=C2)C(=O)C3=C(SC4=C3C=CC(=C4)O)C5=CC=C(C=C5)O. Drug 2: B(C(CC(C)C)NC(=O)C(CC1=CC=CC=C1)NC(=O)C2=NC=CN=C2)(O)O. Cell line: SNB-75. Synergy scores: CSS=0.847, Synergy_ZIP=-0.887, Synergy_Bliss=-0.792, Synergy_Loewe=-0.315, Synergy_HSA=-0.304. (7) Drug 1: C1=CN(C=N1)CC(O)(P(=O)(O)O)P(=O)(O)O. Drug 2: C(=O)(N)NO. Cell line: SR. Synergy scores: CSS=3.81, Synergy_ZIP=-3.60, Synergy_Bliss=-5.95, Synergy_Loewe=-5.40, Synergy_HSA=-6.40. (8) Drug 1: C1=CC(=C2C(=C1NCCNCCO)C(=O)C3=C(C=CC(=C3C2=O)O)O)NCCNCCO. Drug 2: C1=NC2=C(N=C(N=C2N1C3C(C(C(O3)CO)O)F)Cl)N. Cell line: A498. Synergy scores: CSS=38.3, Synergy_ZIP=-0.985, Synergy_Bliss=-1.38, Synergy_Loewe=0.262, Synergy_HSA=3.60. (9) Drug 1: CC12CCC(CC1=CCC3C2CCC4(C3CC=C4C5=CN=CC=C5)C)O. Drug 2: CC1CCC2CC(C(=CC=CC=CC(CC(C(=O)C(C(C(=CC(C(=O)CC(OC(=O)C3CCCCN3C(=O)C(=O)C1(O2)O)C(C)CC4CCC(C(C4)OC)OCCO)C)C)O)OC)C)C)C)OC. Cell line: EKVX. Synergy scores: CSS=25.4, Synergy_ZIP=1.20, Synergy_Bliss=0.471, Synergy_Loewe=-10.6, Synergy_HSA=0.0284.